This data is from Full USPTO retrosynthesis dataset with 1.9M reactions from patents (1976-2016). The task is: Predict the reactants needed to synthesize the given product. (1) The reactants are: C(NC(C)C)(C)C.[Li].[CH2:9]([N:11]([CH2:22][CH3:23])[C:12](=[O:21])[O:13][C:14]1[CH:19]=[CH:18][CH:17]=[C:16]([Cl:20])[CH:15]=1)[CH3:10].[I:24]I. Given the product [CH2:22]([N:11]([CH2:9][CH3:10])[C:12](=[O:21])[O:13][C:14]1[CH:19]=[CH:18][CH:17]=[C:16]([Cl:20])[C:15]=1[I:24])[CH3:23], predict the reactants needed to synthesize it. (2) Given the product [CH:1]1([NH:6][C:7]2[N:16]=[CH:15][C:14]3[CH2:13][CH2:12][C:11]4[C:17]([C:21]([NH2:32])=[O:22])=[N:18][N:19]([CH3:20])[C:10]=4[C:9]=3[N:8]=2)[CH2:2][CH2:3][CH2:4][CH2:5]1, predict the reactants needed to synthesize it. The reactants are: [CH:1]1([NH:6][C:7]2[N:16]=[CH:15][C:14]3[CH2:13][CH2:12][C:11]4[C:17]([C:21]([O-])=[O:22])=[N:18][N:19]([CH3:20])[C:10]=4[C:9]=3[N:8]=2)[CH2:5][CH2:4][CH2:3][CH2:2]1.[K+].O1CCCC1.C([N:32](C(C)C)C(C)C)C.N1(C([O-])=O)C2C=CC=CC=2N=N1.[NH4+]. (3) The reactants are: [CH3:1][C:2]1[N:6]2[CH:7]=[C:8]([C:11]#[N:12])[CH:9]=[CH:10][C:5]2=[N:4][CH:3]=1.N. Given the product [CH3:1][C:2]1[N:6]2[CH:7]=[C:8]([CH2:11][NH2:12])[CH:9]=[CH:10][C:5]2=[N:4][CH:3]=1, predict the reactants needed to synthesize it.